From a dataset of Catalyst prediction with 721,799 reactions and 888 catalyst types from USPTO. Predict which catalyst facilitates the given reaction. (1) Reactant: Cl.[F:2][C:3]1[CH:8]=[CH:7][C:6]([CH:9]2[CH2:14][CH2:13][CH2:12][NH:11][CH2:10]2)=[CH:5][C:4]=1[OH:15].C(N(CC)CC)C.[C:23](=O)([O:29]C(C)(C)C)[O:24][C:25]([CH3:28])([CH3:27])[CH3:26]. Product: [C:25]([O:24][C:23]([N:11]1[CH2:12][CH2:13][CH2:14][CH:9]([C:6]2[CH:7]=[CH:8][C:3]([F:2])=[C:4]([OH:15])[CH:5]=2)[CH2:10]1)=[O:29])([CH3:28])([CH3:27])[CH3:26]. The catalyst class is: 410. (2) Reactant: [Br:1][C:2]1[C:3]([F:20])=[C:4]([CH:17]=[CH:18][CH:19]=1)/[CH:5]=[C:6]1\[C:7](=[O:16])[NH:8][C:9]2[C:10]\1=[N:11][CH:12]=[C:13]([Cl:15])[CH:14]=2.[Li+].[OH-].[CH3:23][C:24]([CH3:48])([CH3:47])[CH2:25]/[CH:26]=[N:27]/[CH2:28][C:29]([NH:31][C:32]1[CH:44]=[CH:43][C:35]([O:36][CH2:37][CH2:38][O:39]C(=O)C)=[CH:34][C:33]=1[O:45][CH3:46])=[O:30].[OH-].[Na+]. Product: [Br:1][C:2]1[C:3]([F:20])=[C:4]([CH:5]2[C:6]3([C:10]4=[N:11][CH:12]=[C:13]([Cl:15])[CH:14]=[C:9]4[NH:8][C:7]3=[O:16])[CH:26]([CH2:25][C:24]([CH3:48])([CH3:47])[CH3:23])[NH:27][CH:28]2[C:29]([NH:31][C:32]2[CH:44]=[CH:43][C:35]([O:36][CH2:37][CH2:38][OH:39])=[CH:34][C:33]=2[O:45][CH3:46])=[O:30])[CH:17]=[CH:18][CH:19]=1. The catalyst class is: 30. (3) Product: [F:31][C:32]1[CH:33]=[C:34]2[C:39](=[CH:40][CH:41]=1)[CH2:38][N:37]([C:26]([C:22]1[N:23]=[CH:24][N:25]=[C:20]([N:17]3[CH2:18][CH2:19][CH:14]([N:10]4[CH2:9][CH2:8][C:7]5[CH:29]=[C:3]([O:2][CH3:1])[CH:4]=[CH:5][C:6]=5[NH:12][C:11]4=[O:13])[CH2:15][CH2:16]3)[CH:21]=1)=[O:27])[CH2:36][C:35]2([CH3:43])[CH3:42]. The catalyst class is: 3. Reactant: [CH3:1][O:2][C:3]1[CH:4]=[CH:5][C:6]2[NH:12][C:11](=[O:13])[N:10]([CH:14]3[CH2:19][CH2:18][N:17]([C:20]4[N:25]=[CH:24][N:23]=[C:22]([C:26](O)=[O:27])[CH:21]=4)[CH2:16][CH2:15]3)[CH2:9][CH2:8][C:7]=2[CH:29]=1.Cl.[F:31][C:32]1[CH:33]=[C:34]2[C:39](=[CH:40][CH:41]=1)[CH2:38][NH:37][CH2:36][C:35]2([CH3:43])[CH3:42].CN(C(ON1N=NC2C=CC=CC1=2)=[N+](C)C)C.[B-](F)(F)(F)F. (4) Reactant: [CH:1](NC(C)C)(C)[CH3:2].C([Li])CCC.[CH2:13]([C@@H:15]1[C@@H:20]([C:21](=[O:23])[CH3:22])[C@@H:19]([CH3:24])[CH:18]=[CH:17][CH2:16]1)[CH3:14].C(=O)C.Cl. Product: [CH2:13]([C@@H:15]1[C@@H:20]([C:21](=[O:23])/[CH:22]=[CH:1]/[CH3:2])[C@@H:19]([CH3:24])[CH:18]=[CH:17][CH2:16]1)[CH3:14]. The catalyst class is: 7. (5) Reactant: CC(C)=[O:3].OS(O)(=O)=O.O=[Cr](=O)=O.[Br:14][C:15]1[C:16]([Cl:27])=[CH:17][C:18]([O:25][CH3:26])=[C:19]([CH2:21][CH2:22][CH:23]=[O:24])[CH:20]=1. Product: [Br:14][C:15]1[C:16]([Cl:27])=[CH:17][C:18]([O:25][CH3:26])=[C:19]([CH2:21][CH2:22][C:23]([OH:3])=[O:24])[CH:20]=1. The catalyst class is: 21. (6) Reactant: C[Si]([N-][Si](C)(C)C)(C)C.[K+].[Cl:11][C:12]1[CH:17]=[C:16]([NH:18][C:19]2[CH:24]=[CH:23][C:22]([F:25])=[CH:21][C:20]=2[CH3:26])[CH:15]=[CH:14][C:13]=1[C:27]([C:29]1[CH:34]=[CH:33][CH:32]=[CH:31][C:30]=1[CH3:35])=[O:28].Cl[C:37]([O:39][CH2:40][Cl:41])=[O:38]. Product: [Cl:41][CH2:40][O:39][C:37](=[O:38])[N:18]([C:16]1[CH:15]=[CH:14][C:13]([C:27](=[O:28])[C:29]2[CH:34]=[CH:33][CH:32]=[CH:31][C:30]=2[CH3:35])=[C:12]([Cl:11])[CH:17]=1)[C:19]1[CH:24]=[CH:23][C:22]([F:25])=[CH:21][C:20]=1[CH3:26]. The catalyst class is: 247. (7) Product: [Cl-:37].[CH:1]1[C:9]2[C:8]3[CH:10]=[CH:11][CH:12]=[CH:13][C:7]=3[O:6][C:5]=2[C:4]([C:14]2[CH:19]=[CH:18][C:17]3[N:20]([C:21]4[CH:22]=[C:23]([CH3:28])[CH:24]=[C:25]([CH3:27])[CH:26]=4)[CH:38]=[N+:29]([C:30]4[CH:35]=[CH:34][CH:33]=[CH:32][CH:31]=4)[C:16]=3[CH:15]=2)=[CH:3][CH:2]=1. Reactant: [CH:1]1[C:9]2[C:8]3[CH:10]=[CH:11][CH:12]=[CH:13][C:7]=3[O:6][C:5]=2[C:4]([C:14]2[CH:15]=[C:16]([NH:29][C:30]3[CH:35]=[CH:34][CH:33]=[CH:32][CH:31]=3)[C:17]([NH:20][C:21]3[CH:26]=[C:25]([CH3:27])[CH:24]=[C:23]([CH3:28])[CH:22]=3)=[CH:18][CH:19]=2)=[CH:3][CH:2]=1.[Cl-].[Cl:37][CH:38]=[N+](C)C. The catalyst class is: 10. (8) The catalyst class is: 9. Product: [C:13]([O:17][C:18](=[O:21])[CH2:19][S:5][CH2:4][C:3]([O:2][CH3:1])=[O:6])([CH3:16])([CH3:15])[CH3:14]. Reactant: [CH3:1][O:2][C:3](=[O:6])[CH2:4][SH:5].C(=O)([O-])[O-].[K+].[K+].[C:13]([O:17][C:18](=[O:21])[CH2:19]Br)([CH3:16])([CH3:15])[CH3:14]. (9) Reactant: [C:1]1([CH:7]([C:28]2[CH:33]=[CH:32][CH:31]=[CH:30][CH:29]=2)[C:8]([NH:10][C:11]2[C:12]([OH:27])=[N:13][C:14]([C:17]3[CH:21]=[C:20]([C:22]([O:24]CC)=[O:23])[O:19][N:18]=3)=[N:15][CH:16]=2)=[O:9])[CH:6]=[CH:5][CH:4]=[CH:3][CH:2]=1.[OH-].[K+]. Product: [C:28]1([CH:7]([C:1]2[CH:6]=[CH:5][CH:4]=[CH:3][CH:2]=2)[C:8]([NH:10][C:11]2[C:12]([OH:27])=[N:13][C:14]([C:17]3[CH:21]=[C:20]([C:22]([OH:24])=[O:23])[O:19][N:18]=3)=[N:15][CH:16]=2)=[O:9])[CH:29]=[CH:30][CH:31]=[CH:32][CH:33]=1. The catalyst class is: 6.